From a dataset of Full USPTO retrosynthesis dataset with 1.9M reactions from patents (1976-2016). Predict the reactants needed to synthesize the given product. (1) Given the product [CH3:33][NH:32][C:28]1[N:27]=[C:26]([C:25]2[C:20]([O:19][C:16]3[CH:17]=[CH:18][C:13]([NH:12][C:5]4[C:6]5[C:11](=[CH:10][CH:9]=[CH:8][CH:7]=5)[C:2]([C:39]5[S:40][CH:41]=[CH:42][N:43]=5)=[N:3][N:4]=4)=[CH:14][CH:15]=3)=[N:21][CH:22]=[CH:23][CH:24]=2)[CH:31]=[CH:30][N:29]=1, predict the reactants needed to synthesize it. The reactants are: Cl[C:2]1[C:11]2[C:6](=[CH:7][CH:8]=[CH:9][CH:10]=2)[C:5]([NH:12][C:13]2[CH:18]=[CH:17][C:16]([O:19][C:20]3[C:25]([C:26]4[CH:31]=[CH:30][N:29]=[C:28]([NH:32][CH3:33])[N:27]=4)=[CH:24][CH:23]=[CH:22][N:21]=3)=[CH:15][CH:14]=2)=[N:4][N:3]=1.C([Sn](CCCC)(CCCC)[C:39]1[S:40][CH:41]=[CH:42][N:43]=1)CCC. (2) Given the product [CH:18]1([C:2]2[C:3]([O:12][CH2:13][C:14]([F:17])([F:16])[F:15])=[N:4][CH:5]=[C:6]([CH:11]=2)[C:7]([O:9][CH3:10])=[O:8])[CH2:20][CH2:19]1, predict the reactants needed to synthesize it. The reactants are: Br[C:2]1[C:3]([O:12][CH2:13][C:14]([F:17])([F:16])[F:15])=[N:4][CH:5]=[C:6]([CH:11]=1)[C:7]([O:9][CH3:10])=[O:8].[CH:18]1(B(O)O)[CH2:20][CH2:19]1.C1(P(C2CCCCC2)C2CCCCC2)CCCCC1.P([O-])([O-])([O-])=O.[K+].[K+].[K+]. (3) Given the product [F:1][C:2]([F:27])([F:26])[C:3]([OH:41])=[O:5].[F:27][C:2]([F:1])([F:26])[C@:3]([C:6]1[CH:11]=[CH:10][C:9]([N:12]2[CH2:13][CH2:14][N:15]([S:18]([C:21]3[S:22][CH:23]=[CH:24][N:25]=3)(=[O:20])=[O:19])[CH2:16][CH2:17]2)=[CH:8][CH:7]=1)([OH:5])[CH3:4], predict the reactants needed to synthesize it. The reactants are: [F:1][C:2]([F:27])([F:26])[C@@:3]([C:6]1[CH:11]=[CH:10][C:9]([N:12]2[CH2:17][CH2:16][N:15]([S:18]([C:21]3[S:22][CH:23]=[CH:24][N:25]=3)(=[O:20])=[O:19])[CH2:14][CH2:13]2)=[CH:8][CH:7]=1)([OH:5])[CH3:4].C1N=C(N)C2N=CN([C@@H]3[O:41][C@H](COP(OP(OC[C@H]4O[C@@H](N5C=C(C(N)=O)CC=C5)[C@H](O)[C@@H]4O)(O)=O)(O)=O)[C@@H](O)[C@H]3OP(O)(O)=O)C=2N=1. (4) Given the product [F:38][CH:9]([F:8])[CH2:10][NH:11][C:12]1[N:13]=[C:14]2[CH2:36][CH:35]([CH3:37])[N:34]([C:41]([N:40]([CH3:44])[CH3:39])=[O:42])[CH2:33][C:15]2=[N:16][C:17]=1[N:18]1[CH2:19][CH2:20][CH:21]([O:24][C:25]2[CH:30]=[CH:29][C:28]([F:31])=[CH:27][C:26]=2[F:32])[CH2:22][CH2:23]1.[C:2]([OH:3])([C:4]([F:7])([F:6])[F:5])=[O:1], predict the reactants needed to synthesize it. The reactants are: [OH:1][C:2]([C:4]([F:7])([F:6])[F:5])=[O:3].[F:8][CH:9]([F:38])[CH2:10][NH:11][C:12]1[N:13]=[C:14]2[CH2:36][CH:35]([CH3:37])[NH:34][CH2:33][C:15]2=[N:16][C:17]=1[N:18]1[CH2:23][CH2:22][CH:21]([O:24][C:25]2[CH:30]=[CH:29][C:28]([F:31])=[CH:27][C:26]=2[F:32])[CH2:20][CH2:19]1.[CH3:39][N:40]([CH3:44])[C:41](Cl)=[O:42].CCN(C(C)C)C(C)C. (5) Given the product [CH2:1]([O:3][C:4](=[O:41])[C:5]([CH3:40])([O:33][C:34]1[CH:39]=[CH:38][CH:37]=[CH:36][CH:35]=1)[CH2:6][C:7]1[CH:12]=[CH:11][C:10]([O:13][CH2:14][CH2:15][CH:16]2[CH2:20][N:19]([CH2:21][C:22]3[CH:27]=[CH:26][C:25]([C:28]([F:29])([F:30])[F:31])=[CH:24][CH:23]=3)[C:18](=[O:32])[N:17]2[CH2:45][CH3:46])=[CH:9][CH:8]=1)[CH3:2], predict the reactants needed to synthesize it. The reactants are: [CH2:1]([O:3][C:4](=[O:41])[C:5]([CH3:40])([O:33][C:34]1[CH:39]=[CH:38][CH:37]=[CH:36][CH:35]=1)[CH2:6][C:7]1[CH:12]=[CH:11][C:10]([O:13][CH2:14][CH2:15][CH:16]2[CH2:20][N:19]([CH2:21][C:22]3[CH:27]=[CH:26][C:25]([C:28]([F:31])([F:30])[F:29])=[CH:24][CH:23]=3)[C:18](=[O:32])[NH:17]2)=[CH:9][CH:8]=1)[CH3:2].[H-].[Na+].I[CH2:45][CH3:46].